Dataset: HIV replication inhibition screening data with 41,000+ compounds from the AIDS Antiviral Screen. Task: Binary Classification. Given a drug SMILES string, predict its activity (active/inactive) in a high-throughput screening assay against a specified biological target. The drug is CCC1=NC(NN=Cc2ccccc2O)=NC1=Cc1ccccc1O. The result is 0 (inactive).